Task: Predict the reactants needed to synthesize the given product.. Dataset: Full USPTO retrosynthesis dataset with 1.9M reactions from patents (1976-2016) (1) Given the product [Br:37][CH2:38][CH2:39][O:8][C:7]1[CH:6]=[CH:5][C:4]([C:9]2[CH:10]=[C:11]([C:28]([NH2:30])=[O:29])[C:12]3[NH:13][C:14]4[C:19]([C:20]=3[CH:21]=2)=[CH:18][CH:17]=[C:16]([N:22]2[CH2:27][CH2:26][O:25][CH2:24][CH2:23]2)[CH:15]=4)=[CH:3][C:2]=1[Cl:1], predict the reactants needed to synthesize it. The reactants are: [Cl:1][C:2]1[CH:3]=[C:4]([C:9]2[CH:10]=[C:11]([C:28]([NH2:30])=[O:29])[C:12]3[NH:13][C:14]4[C:19]([C:20]=3[CH:21]=2)=[CH:18][CH:17]=[C:16]([N:22]2[CH2:27][CH2:26][O:25][CH2:24][CH2:23]2)[CH:15]=4)[CH:5]=[CH:6][C:7]=1[OH:8].C([O-])([O-])=O.[K+].[K+].[Br:37][CH2:38][CH2:39]Br.O.C(O)(=O)CC(CC(O)=O)(C(O)=O)O. (2) Given the product [F:2][C:3]1[CH:4]=[C:5]([CH:19]=[CH:20][CH:21]=1)[CH2:6][O:7][C:8]1[CH:18]=[CH:17][C:11]2[CH2:12][CH2:13][N:14]([CH2:29][C:30]([NH2:32])=[O:31])[CH2:15][CH2:16][C:10]=2[CH:9]=1, predict the reactants needed to synthesize it. The reactants are: Cl.[F:2][C:3]1[CH:4]=[C:5]([CH:19]=[CH:20][CH:21]=1)[CH2:6][O:7][C:8]1[CH:18]=[CH:17][C:11]2[CH2:12][CH2:13][NH:14][CH2:15][CH2:16][C:10]=2[CH:9]=1.C(=O)([O-])[O-].[K+].[K+].Cl[CH2:29][C:30]([NH2:32])=[O:31]. (3) Given the product [ClH:25].[C:1]([O:5][C:6](=[O:19])[NH:7][C:8]1([C:11](=[O:18])[NH:12][C:13]2([C:16](=[NH:24])[NH2:17])[CH2:15][CH2:14]2)[CH2:10][CH2:9]1)([CH3:4])([CH3:2])[CH3:3], predict the reactants needed to synthesize it. The reactants are: [C:1]([O:5][C:6](=[O:19])[NH:7][C:8]1([C:11](=[O:18])[NH:12][C:13]2([C:16]#[N:17])[CH2:15][CH2:14]2)[CH2:10][CH2:9]1)([CH3:4])([CH3:3])[CH3:2].CC[O-].[Na+].[NH4+:24].[Cl-:25].N. (4) Given the product [Br:19][C:16]1[C:11]([C:12](=[O:13])[NH2:27])=[CH:10][C:9]([NH:8][C:6](=[O:7])[O:5][C:1]([CH3:4])([CH3:3])[CH3:2])=[N:18][CH:17]=1, predict the reactants needed to synthesize it. The reactants are: [C:1]([O:5][C:6]([N:8](C(OC(C)(C)C)=O)[C:9]1[CH:10]=[C:11]([C:16]([Br:19])=[CH:17][N:18]=1)[C:12](OC)=[O:13])=[O:7])([CH3:4])([CH3:3])[CH3:2].[NH3:27]. (5) Given the product [Cl:1][C:2]1[C:7]([O:8][CH3:9])=[CH:6][C:5]([O:10][CH3:11])=[CH:4][C:3]=1[C:12]1[C:23](=[O:24])[N:22]([CH2:36][CH2:37][N:38]2[CH2:43][CH2:42][N:41]([C:44]([O:46][C:47]([CH3:48])([CH3:50])[CH3:49])=[O:45])[CH2:40][CH2:39]2)[C:15]2[N:16]=[C:17]([S:20][CH3:21])[N:18]=[CH:19][C:14]=2[CH:13]=1, predict the reactants needed to synthesize it. The reactants are: [Cl:1][C:2]1[C:7]([O:8][CH3:9])=[CH:6][C:5]([O:10][CH3:11])=[CH:4][C:3]=1[C:12]1[C:23](=[O:24])[NH:22][C:15]2[N:16]=[C:17]([S:20][CH3:21])[N:18]=[CH:19][C:14]=2[CH:13]=1.C([O-])([O-])=O.[K+].[K+].CS(O[CH2:36][CH2:37][N:38]1[CH2:43][CH2:42][N:41]([C:44]([O:46][C:47]([CH3:50])([CH3:49])[CH3:48])=[O:45])[CH2:40][CH2:39]1)(=O)=O.O.